This data is from Full USPTO retrosynthesis dataset with 1.9M reactions from patents (1976-2016). The task is: Predict the reactants needed to synthesize the given product. (1) Given the product [ClH:1].[Cl:1][C:2]1[C:24]([C:25]([F:26])([F:27])[F:28])=[CH:23][CH:22]=[CH:21][C:3]=1[C:4]([NH:6][CH:7]([C:14]1([N:19]([CH2:32][CH:29]2[CH2:31][CH2:30]2)[CH3:20])[CH2:18][CH2:17][CH2:16][CH2:15]1)[C:8]1[CH:9]=[CH:10][CH:11]=[CH:12][CH:13]=1)=[O:5], predict the reactants needed to synthesize it. The reactants are: [Cl:1][C:2]1[C:24]([C:25]([F:28])([F:27])[F:26])=[CH:23][CH:22]=[CH:21][C:3]=1[C:4]([NH:6][CH:7]([C:14]1([NH:19][CH3:20])[CH2:18][CH2:17][CH2:16][CH2:15]1)[C:8]1[CH:13]=[CH:12][CH:11]=[CH:10][CH:9]=1)=[O:5].[CH:29]1([CH:32]=O)[CH2:31][CH2:30]1.C(O[BH-](OC(=O)C)OC(=O)C)(=O)C.[Na+].Cl. (2) The reactants are: Br[C:2]1[CH:7]=[CH:6][C:5]([C:8]([N:10]2[CH2:15][CH2:14][N:13]([C:16]3[CH:21]=[CH:20][C:19]([CH3:22])=[CH:18][C:17]=3[CH3:23])[CH2:12][CH2:11]2)=[O:9])=[C:4]([N:24]2[CH2:28][CH2:27][CH2:26][S:25]2(=[O:30])=[O:29])[CH:3]=1.[CH3:31][C@@H:32]1[CH2:36][O:35][C:34](=[O:37])[NH:33]1. Given the product [CH3:23][C:17]1[CH:18]=[C:19]([CH3:22])[CH:20]=[CH:21][C:16]=1[N:13]1[CH2:14][CH2:15][N:10]([C:8]([C:5]2[CH:6]=[CH:7][C:2]([N:33]3[C@H:32]([CH3:31])[CH2:36][O:35][C:34]3=[O:37])=[CH:3][C:4]=2[N:24]2[CH2:28][CH2:27][CH2:26][S:25]2(=[O:30])=[O:29])=[O:9])[CH2:11][CH2:12]1, predict the reactants needed to synthesize it. (3) The reactants are: [NH2:1][C:2]1[N:10]=[CH:9][N:8]=[C:7]2[C:3]=1[N:4]=[CH:5][N:6]2[CH2:11][C@H:12]([O:14][CH2:15][P:16](=[O:19])([O-:18])[O-])[CH3:13].S(Cl)(Cl)=O.[NH2:24][CH2:25][CH2:26][NH:27][C:28](=[O:48])[CH2:29][CH2:30][CH2:31]/[CH:32]=[CH:33]\[CH2:34]/[CH:35]=[CH:36]\[CH2:37]/[CH:38]=[CH:39]\[CH2:40]/[CH:41]=[CH:42]\[CH2:43]/[CH:44]=[CH:45]\[CH2:46][CH3:47].CCN([CH2:54][CH3:55])CC. Given the product [NH2:1][C:2]1[N:10]=[CH:9][N:8]=[C:7]2[C:3]=1[N:4]=[CH:5][N:6]2[CH2:11][C@H:12]([O:14][CH2:15][P:16]([NH:24][CH2:25][CH2:26][NH:27][C:28](=[O:48])[CH2:29][CH2:30][CH2:31]/[CH:32]=[CH:33]\[CH2:34]/[CH:35]=[CH:36]\[CH2:37]/[CH:38]=[CH:39]\[CH2:40]/[CH:41]=[CH:42]\[CH2:43]/[CH:44]=[CH:45]\[CH2:46][CH3:47])(=[O:19])[O:18][C:55]1[CH:54]=[CH:31][CH:30]=[CH:29][CH:28]=1)[CH3:13], predict the reactants needed to synthesize it. (4) Given the product [CH:1]1[C:14]2[C:5](=[CH:6][C:7]3[C:12]([C:13]=2[CH2:15][CH2:20][C:18]#[N:19])=[CH:11][CH:10]=[CH:9][CH:8]=3)[CH:4]=[CH:3][CH:2]=1, predict the reactants needed to synthesize it. The reactants are: [CH:1]1[C:14]2[C:5](=[CH:6][C:7]3[C:12]([C:13]=2[CH2:15]O)=[CH:11][CH:10]=[CH:9][CH:8]=3)[CH:4]=[CH:3][CH:2]=1.[I-].[C:18]([CH2:20][P+](C)(C)C)#[N:19].C(N(C(C)C)CC)(C)C.O. (5) Given the product [F:1][CH2:2][CH2:3][NH:4][C:5]1[NH:9][C:8]2[CH:17]=[CH:18][C:19]([C:21]3[CH:22]=[CH:23][C:24]4[O:30][CH2:29][CH2:28][N:27]([C:31]([N:63]5[CH2:64][CH2:65][C:66](=[O:68])[CH2:67][CH:62]5[C:58]5[CH:59]=[CH:60][CH:61]=[C:56]([F:55])[CH:57]=5)=[O:32])[CH2:26][C:25]=4[CH:38]=3)=[CH:20][C:7]=2[N:6]=1, predict the reactants needed to synthesize it. The reactants are: [F:1][CH2:2][CH2:3][NH:4][C:5]1[N:9](C(OCC(C)C)=O)[C:8]2[CH:17]=[CH:18][C:19]([C:21]3[CH:22]=[CH:23][C:24]4[O:30][CH2:29][CH2:28][N:27]([C:31](OC(C)(C)C)=[O:32])[CH2:26][C:25]=4[CH:38]=3)=[CH:20][C:7]=2[N:6]=1.C(O)(C(F)(F)F)=O.CCN(C(C)C)C(C)C.[F:55][C:56]1[CH:57]=[C:58]([CH:62]2[CH2:67][C:66](=[O:68])[CH2:65][CH2:64][N:63]2C(Cl)=O)[CH:59]=[CH:60][CH:61]=1.C(=O)([O-])[O-].[K+].[K+]. (6) Given the product [CH3:8][O:7][C:4]1[C:3]2[C:15](=[N:17][CH:11]=[N:6][C:2]=2[NH2:1])[NH:16][N:5]=1, predict the reactants needed to synthesize it. The reactants are: [NH2:1][C:2]1[NH:6][N:5]=[C:4]([O:7][CH3:8])[C:3]=1C#N.[C:11](O)(=O)C.[CH:15]([NH2:17])=[NH:16]. (7) Given the product [F:1][C:2]1[CH:10]=[CH:9][CH:8]=[C:7]([N:19]2[N:20]=[CH:21][CH:22]=[N:18]2)[C:3]=1[C:4]([OH:6])=[O:5], predict the reactants needed to synthesize it. The reactants are: [F:1][C:2]1[CH:10]=[CH:9][CH:8]=[C:7](I)[C:3]=1[C:4]([OH:6])=[O:5].C([O-])([O-])=O.[Cs+].[Cs+].[NH:18]1[CH:22]=[CH:21][N:20]=[N:19]1.